From a dataset of Full USPTO retrosynthesis dataset with 1.9M reactions from patents (1976-2016). Predict the reactants needed to synthesize the given product. Given the product [CH2:9]([N:8]([CH2:11][CH3:12])[C:5]1[CH:6]=[CH:7][C:2]([NH:1][C:43]([C:42]2[CH:41]=[C:40]([CH:48]=[CH:47][CH:46]=2)[C:38]([O:37][C:33]([CH3:35])([CH3:36])[CH3:34])=[O:39])=[O:44])=[C:3]([C:13]2[CH:14]=[C:15]([C:16](=[O:17])[NH:18][CH2:19][C:20]3[CH:25]=[CH:24][CH:23]=[C:22]([C:26]([F:27])([F:28])[F:29])[CH:21]=3)[CH:30]=[CH:31][N:32]=2)[CH:4]=1)[CH3:10], predict the reactants needed to synthesize it. The reactants are: [NH2:1][C:2]1[CH:7]=[CH:6][C:5]([N:8]([CH2:11][CH3:12])[CH2:9][CH3:10])=[CH:4][C:3]=1[C:13]1[CH:14]=[C:15]([CH:30]=[CH:31][N:32]=1)[C:16]([NH:18][CH2:19][C:20]1[CH:25]=[CH:24][CH:23]=[C:22]([C:26]([F:29])([F:28])[F:27])[CH:21]=1)=[O:17].[C:33]([O:37][C:38]([C:40]1[CH:41]=[C:42]([CH:46]=[CH:47][CH:48]=1)[C:43](O)=[O:44])=[O:39])([CH3:36])([CH3:35])[CH3:34].CCN(C(C)C)C(C)C.CN(C(ON1N=NC2C=CC=NC1=2)=[N+](C)C)C.F[P-](F)(F)(F)(F)F.